From a dataset of Forward reaction prediction with 1.9M reactions from USPTO patents (1976-2016). Predict the product of the given reaction. (1) Given the reactants [CH2:1]=[CH:2][C:3]1[CH:8]=[CH:7][CH:6]=[CH:5][CH:4]=1.C=CC(=C)C, predict the reaction product. The product is: [CH2:1]=[CH:2][C:3](=[CH2:4])[CH3:8].[CH2:1]=[CH:2][C:3]1[CH:8]=[CH:7][CH:6]=[CH:5][CH:4]=1. (2) Given the reactants [C:1]([C:4]1[CH:23]=[CH:22][C:7]([O:8][CH2:9][CH2:10][CH2:11][CH2:12][O:13][C:14]2[CH:21]=[CH:20][C:17]([C:18]#[N:19])=[CH:16][CH:15]=2)=[C:6]([Br:24])[C:5]=1[OH:25])(=[O:3])[CH3:2].[N:26]([Si](C)(C)C)=[N+:27]=[N-:28].C([Sn](=O)CCCC)CCC, predict the reaction product. The product is: [Br:24][C:6]1[C:5]([OH:25])=[C:4]([C:1](=[O:3])[CH3:2])[CH:23]=[CH:22][C:7]=1[O:8][CH2:9][CH2:10][CH2:11][CH2:12][O:13][C:14]1[CH:21]=[CH:20][C:17]([C:18]2[NH:28][N:27]=[N:26][N:19]=2)=[CH:16][CH:15]=1. (3) The product is: [F:10][C:7]1[CH:8]=[CH:9][C:2]2[S:13][C:14]([C:15]([O:17][CH3:18])=[O:16])=[CH:4][C:3]=2[CH:6]=1. Given the reactants F[C:2]1[CH:9]=[CH:8][C:7]([F:10])=[CH:6][C:3]=1[CH:4]=O.[H-].[Na+].[SH:13][CH2:14][C:15]([O:17][CH3:18])=[O:16], predict the reaction product. (4) Given the reactants Br[C:2]1[CH:7]=[CH:6][C:5]([O:8][CH2:9][C:10]2[C:15]([F:16])=[CH:14][CH:13]=[CH:12][N:11]=2)=[CH:4][C:3]=1[N:17]1[CH2:26][C:25]2[C:20](=[CH:21][CH:22]=[CH:23][C:24]=2[Cl:27])[NH:19][C:18]1=[O:28].[CH3:29][N:30](C=O)C, predict the reaction product. The product is: [Cl:27][C:24]1[CH:23]=[CH:22][CH:21]=[C:20]2[C:25]=1[CH2:26][N:17]([C:3]1[CH:4]=[C:5]([O:8][CH2:9][C:10]3[C:15]([F:16])=[CH:14][CH:13]=[CH:12][N:11]=3)[CH:6]=[CH:7][C:2]=1[C:29]#[N:30])[C:18](=[O:28])[NH:19]2. (5) Given the reactants [F:1][C:2]1[CH:7]=[CH:6][C:5]([N:8]=[C:9]=[O:10])=[CH:4][CH:3]=1.[NH2:11][CH:12]([CH:28]([CH3:30])[CH3:29])[C:13]([N:15]([CH2:21][C:22]1[CH:27]=[CH:26][CH:25]=[CH:24][CH:23]=1)[CH2:16][CH2:17][N:18]([CH3:20])[CH3:19])=[O:14], predict the reaction product. The product is: [CH2:21]([N:15]([CH2:16][CH2:17][N:18]([CH3:19])[CH3:20])[C:13](=[O:14])[C@@H:12]([NH:11][C:9]([NH:8][C:5]1[CH:6]=[CH:7][C:2]([F:1])=[CH:3][CH:4]=1)=[O:10])[CH:28]([CH3:29])[CH3:30])[C:22]1[CH:27]=[CH:26][CH:25]=[CH:24][CH:23]=1. (6) Given the reactants [Br:1][C:2]1[C:3]([O:23][CH3:24])=[CH:4][C:5]([O:21]C)=[C:6]([C:8](=[O:20])[CH2:9][C:10]2[CH:19]=[CH:18][C:13]([C:14]([O:16][CH3:17])=[O:15])=[CH:12][CH:11]=2)[CH:7]=1.[Al+3].[Cl-].[Cl-].[Cl-], predict the reaction product. The product is: [Br:1][C:2]1[C:3]([O:23][CH3:24])=[CH:4][C:5]([OH:21])=[C:6]([C:8](=[O:20])[CH2:9][C:10]2[CH:11]=[CH:12][C:13]([C:14]([O:16][CH3:17])=[O:15])=[CH:18][CH:19]=2)[CH:7]=1. (7) Given the reactants O=C1C2C(=CC=CC=2)C(=O)[N:3]1[CH2:12]/[CH:13]=[CH:14]/[C:15]1[CH:20]=[CH:19][C:18]([NH:21][C:22]([C:24]2[C:25]([C:30]3[CH:35]=[CH:34][C:33]([C:36]([F:39])([F:38])[F:37])=[CH:32][CH:31]=3)=[CH:26][CH:27]=[CH:28][CH:29]=2)=[O:23])=[CH:17][CH:16]=1.NN, predict the reaction product. The product is: [NH2:3][CH2:12]/[CH:13]=[CH:14]/[C:15]1[CH:20]=[CH:19][C:18]([NH:21][C:22]([C:24]2[C:25]([C:30]3[CH:31]=[CH:32][C:33]([C:36]([F:37])([F:38])[F:39])=[CH:34][CH:35]=3)=[CH:26][CH:27]=[CH:28][CH:29]=2)=[O:23])=[CH:17][CH:16]=1. (8) Given the reactants [N+:1]([C:4]1[CH:9]=[CH:8][C:7]([S:10]([CH3:13])(=[NH:12])=[O:11])=[CH:6][CH:5]=1)([O-:3])=[O:2].[CH2:14]=O, predict the reaction product. The product is: [CH3:14][N:12]=[S:10]([CH3:13])([C:7]1[CH:6]=[CH:5][C:4]([N+:1]([O-:3])=[O:2])=[CH:9][CH:8]=1)=[O:11]. (9) Given the reactants [C:1]([O:5][C:6]([N:8]([C:43]([O:45][C:46]([CH3:49])([CH3:48])[CH3:47])=[O:44])[C:9]1[C:10]([C:22]2[O:26][C:25]([C:27]3[CH:32]=[CH:31][C:30]([CH2:33][N:34]([CH3:42])[C:35](=[O:41])[O:36][C:37]([CH3:40])([CH3:39])[CH3:38])=[CH:29][CH:28]=3)=[N:24][N:23]=2)=[N:11][C:12]([C:15]2[CH2:20][CH2:19][C:18](=[O:21])[CH2:17][CH:16]=2)=[CH:13][N:14]=1)=[O:7])([CH3:4])([CH3:3])[CH3:2].[BH4-].[Na+], predict the reaction product. The product is: [C:46]([O:45][C:43]([N:8]([C:6]([O:5][C:1]([CH3:4])([CH3:3])[CH3:2])=[O:7])[C:9]1[C:10]([C:22]2[O:26][C:25]([C:27]3[CH:32]=[CH:31][C:30]([CH2:33][N:34]([CH3:42])[C:35](=[O:41])[O:36][C:37]([CH3:38])([CH3:39])[CH3:40])=[CH:29][CH:28]=3)=[N:24][N:23]=2)=[N:11][C:12]([C:15]2[CH2:20][CH2:19][CH:18]([OH:21])[CH2:17][CH:16]=2)=[CH:13][N:14]=1)=[O:44])([CH3:47])([CH3:48])[CH3:49]. (10) Given the reactants [CH2:1]([NH:8][C:9]1[N:17]=[CH:16][N:15]=[C:14]2[C:10]=1[N:11]=[C:12]([O:27][CH3:28])[N:13]2[C@@H]1O[C@H](CO)[C@@H](O)[C@H]1O)[C:2]1[CH:7]=[CH:6][CH:5]=[CH:4][CH:3]=1.C(NC1N=CN=C2C=1NC(N(C)C)=N2)C1C=CC=CC=1, predict the reaction product. The product is: [CH2:1]([NH:8][C:9]1[N:17]=[CH:16][N:15]=[C:14]2[C:10]=1[NH:11][C:12]([O:27][CH3:28])=[N:13]2)[C:2]1[CH:7]=[CH:6][CH:5]=[CH:4][CH:3]=1.